From a dataset of CYP2D6 inhibition data for predicting drug metabolism from PubChem BioAssay. Regression/Classification. Given a drug SMILES string, predict its absorption, distribution, metabolism, or excretion properties. Task type varies by dataset: regression for continuous measurements (e.g., permeability, clearance, half-life) or binary classification for categorical outcomes (e.g., BBB penetration, CYP inhibition). Dataset: cyp2d6_veith. (1) The drug is O=C(Nc1ccc2ccccc2c1)[C@@H]1C[C@H]1[C@@H](NP(=O)(c1ccccc1)c1ccccc1)c1ccccc1. The result is 0 (non-inhibitor). (2) The result is 0 (non-inhibitor). The compound is O=C(O)[C@H]1CCCNC1. (3) The molecule is O=C(Cc1c[nH]c2ccccc12)OCC(=O)c1ccccc1. The result is 0 (non-inhibitor). (4) The drug is CC(C)(CO[C@H]1C[C@H]2CC[C@@]1(C)C2(C)C)[N+](=O)[O-]. The result is 0 (non-inhibitor). (5) The compound is COCCn1c(=O)c(-c2cccc(F)c2)nc2cncnc21. The result is 0 (non-inhibitor). (6) The compound is Cc1cnc(CNc2cc(-c3ccccc3C)ncn2)cn1. The result is 0 (non-inhibitor). (7) The molecule is N#Cc1ccc(C(=O)Nc2ccc(N3CCN(C(=O)c4ccco4)CC3)cc2)c(F)c1. The result is 0 (non-inhibitor). (8) The compound is COc1ccccc1CNc1ncncc1-c1ccccc1CN(C)C. The result is 1 (inhibitor).